Predict which catalyst facilitates the given reaction. From a dataset of Catalyst prediction with 721,799 reactions and 888 catalyst types from USPTO. (1) Reactant: [C:1]([O:7][CH2:8][CH2:9][CH2:10][C@H:11]([OH:23])[CH2:12][C:13]#[C:14][CH2:15][O:16]C1CCCCO1)(=[O:6])[C:2]([CH3:5])([CH3:4])[CH3:3].CC1C=CC(S(O)(=O)=O)=CC=1.C([O-])(O)=O.[Na+]. Product: [C:1]([O:7][CH2:8][CH2:9][CH2:10][C@H:11]([OH:23])[CH2:12][C:13]#[C:14][CH2:15][OH:16])(=[O:6])[C:2]([CH3:5])([CH3:4])[CH3:3]. The catalyst class is: 5. (2) Reactant: [NH2:1][C:2]1[C:11]([F:12])=[C:10]([F:13])[C:5]([C:6]([O:8][CH3:9])=[O:7])=[C:4]([F:14])[C:3]=1[F:15].[H-].[Na+].[Br:18][C:19]1[CH:24]=[CH:23][C:22]([S:25](Cl)(=[O:27])=[O:26])=[CH:21][CH:20]=1.C(=O)([O-])O.[Na+]. Product: [Br:18][C:19]1[CH:24]=[CH:23][C:22]([S:25]([NH:1][C:2]2[C:3]([F:15])=[C:4]([F:14])[C:5]([C:6]([O:8][CH3:9])=[O:7])=[C:10]([F:13])[C:11]=2[F:12])(=[O:27])=[O:26])=[CH:21][CH:20]=1. The catalyst class is: 7.